Task: Predict which catalyst facilitates the given reaction.. Dataset: Catalyst prediction with 721,799 reactions and 888 catalyst types from USPTO (1) Reactant: Cl.[Cl:2][CH2:3][C:4]1[CH:5]=[C:6]([CH:8]=[CH:9][CH:10]=1)[NH2:7].C(N(CC)CC)C.[CH3:18][S:19](Cl)(=[O:21])=[O:20]. Product: [Cl:2][CH2:3][C:4]1[CH:5]=[C:6]([NH:7][S:19]([CH3:18])(=[O:21])=[O:20])[CH:8]=[CH:9][CH:10]=1. The catalyst class is: 7. (2) Reactant: [F:1][C:2]([F:22])([F:21])[C:3]1[CH:8]=[CH:7][C:6]([C:9]2[N:14]=[C:13]([CH:15]([OH:20])[CH2:16][CH2:17][CH2:18][CH3:19])[CH:12]=[CH:11][CH:10]=2)=[CH:5][CH:4]=1.O[C:24]1[C:29]([CH3:30])=[CH:28][C:27](/[CH:31]=[CH:32]/[C:33]([O:35][CH2:36][CH3:37])=[O:34])=[CH:26][C:25]=1[CH3:38].C1CCN(C(N=NC(N2CCCCC2)=O)=O)CC1.CCCCP(CCCC)CCCC. Product: [CH3:38][C:25]1[CH:26]=[C:27](/[CH:31]=[CH:32]/[C:33]([O:35][CH2:36][CH3:37])=[O:34])[CH:28]=[C:29]([CH3:30])[C:24]=1[O:20][CH:15]([C:13]1[CH:12]=[CH:11][CH:10]=[C:9]([C:6]2[CH:5]=[CH:4][C:3]([C:2]([F:21])([F:1])[F:22])=[CH:8][CH:7]=2)[N:14]=1)[CH2:16][CH2:17][CH2:18][CH3:19]. The catalyst class is: 1. (3) Reactant: [F:1][C:2]1[CH:3]=[CH:4][C:5]([O:25][CH2:26][C:27]2[CH:32]=[C:31]([CH3:33])[CH:30]=[CH:29][N:28]=2)=[C:6]([C:8]2[CH:17]=[C:16]3[C:11]([CH2:12][CH2:13][N:14](C(OC(C)(C)C)=O)[CH2:15]3)=[CH:10][CH:9]=2)[CH:7]=1.Cl.C(OCC)(=O)C.[OH-].[Na+]. Product: [F:1][C:2]1[CH:3]=[CH:4][C:5]([O:25][CH2:26][C:27]2[CH:32]=[C:31]([CH3:33])[CH:30]=[CH:29][N:28]=2)=[C:6]([C:8]2[CH:17]=[C:16]3[C:11]([CH2:12][CH2:13][NH:14][CH2:15]3)=[CH:10][CH:9]=2)[CH:7]=1. The catalyst class is: 38. (4) Reactant: Br[C:2]1[CH:3]=[C:4]([C:8]2[S:12][C:11]([NH:13][C:14]3[CH:19]=[C:18]([N:20]4[CH2:25][CH2:24][O:23][CH2:22][CH2:21]4)[CH:17]=[CH:16][N:15]=3)=[N:10][CH:9]=2)[CH:5]=[N:6][CH:7]=1.[CH3:26][N:27]1[CH:31]=[C:30](B2OC(C)(C)C(C)(C)O2)[CH:29]=[N:28]1.[Li+].[Cl-].C([O-])([O-])=O.[Na+].[Na+]. Product: [CH3:26][N:27]1[CH:31]=[C:30]([C:2]2[CH:3]=[C:4]([C:8]3[S:12][C:11]([NH:13][C:14]4[CH:19]=[C:18]([N:20]5[CH2:25][CH2:24][O:23][CH2:22][CH2:21]5)[CH:17]=[CH:16][N:15]=4)=[N:10][CH:9]=3)[CH:5]=[N:6][CH:7]=2)[CH:29]=[N:28]1. The catalyst class is: 73. (5) Reactant: CN(C(ON1N=NC2C=CC=NC1=2)=[N+](C)C)C.F[P-](F)(F)(F)(F)F.CCN(C(C)C)C(C)C.[NH2:34][C@@H:35]([CH3:65])[C:36]([NH:38][C@@H:39]([CH2:56][C:57]1[CH:62]=[CH:61][C:60]([O:63][CH3:64])=[CH:59][CH:58]=1)[C:40]([NH:42][C@@H:43]([CH2:50][C:51]1[CH2:55][CH2:54][CH2:53][CH:52]=1)[C:44]([C@@:46]1([CH3:49])[CH2:48][O:47]1)=[O:45])=[O:41])=[O:37].[NH2:66][C:67]1[S:68][C:69]([CH2:72][C:73](O)=[O:74])=[CH:70][N:71]=1. Product: [NH2:66][C:67]1[S:68][C:69]([CH2:72][C:73]([NH:34][C@@H:35]([CH3:65])[C:36]([NH:38][C@@H:39]([CH2:56][C:57]2[CH:62]=[CH:61][C:60]([O:63][CH3:64])=[CH:59][CH:58]=2)[C:40]([NH:42][C@@H:43]([CH2:50][C:51]2[CH2:55][CH2:54][CH2:53][CH:52]=2)[C:44]([C@@:46]2([CH3:49])[CH2:48][O:47]2)=[O:45])=[O:41])=[O:37])=[O:74])=[CH:70][N:71]=1. The catalyst class is: 3.